From a dataset of Reaction yield outcomes from USPTO patents with 853,638 reactions. Predict the reaction yield, written as a fraction of the theoretical maximum amount of product (1.0 means a 100% yield; for example, 0.34 means a 34% yield). (1) The reactants are [OH-].[Na+].C([O:5][C:6](=[O:17])[CH2:7][O:8][C:9]1[CH:14]=[CH:13][C:12]([C:15]#[N:16])=[CH:11][CH:10]=1)C.Cl. The catalyst is CO. The product is [C:15]([C:12]1[CH:13]=[CH:14][C:9]([O:8][CH2:7][C:6]([OH:17])=[O:5])=[CH:10][CH:11]=1)#[N:16]. The yield is 0.720. (2) The reactants are [NH2:1][C:2]1[N:10]=[CH:9][CH:8]=[CH:7][C:3]=1[C:4](O)=[O:5].[H-].[Al+3].[Li+].[H-].[H-].[H-]. The catalyst is C1COCC1. The product is [NH2:1][C:2]1[C:3]([CH2:4][OH:5])=[CH:7][CH:8]=[CH:9][N:10]=1. The yield is 0.830. (3) The reactants are C[O:2][C:3](=O)[CH2:4][C:5]1[C:6](=[O:17])[N:7]([CH2:10][C:11]2[CH:16]=[CH:15][CH:14]=[CH:13][CH:12]=2)[CH2:8][CH:9]=1.[NH2:19][O:20][K].C(O)(=O)C. The catalyst is CO.CO.C(Cl)(Cl)Cl. The product is [CH2:10]([N:7]1[CH2:8][CH:9]=[C:5]([CH2:4][C:3]([NH:19][OH:20])=[O:2])[C:6]1=[O:17])[C:11]1[CH:16]=[CH:15][CH:14]=[CH:13][CH:12]=1. The yield is 0.480.